From a dataset of Full USPTO retrosynthesis dataset with 1.9M reactions from patents (1976-2016). Predict the reactants needed to synthesize the given product. (1) Given the product [NH2:18][C:2]1[C:11]2[C:6](=[CH:7][C:8]([F:12])=[CH:9][CH:10]=2)[N:5]=[CH:4][C:3]=1[C:13]([O:15][CH2:16][CH3:17])=[O:14], predict the reactants needed to synthesize it. The reactants are: Cl[C:2]1[C:11]2[C:6](=[CH:7][C:8]([F:12])=[CH:9][CH:10]=2)[N:5]=[CH:4][C:3]=1[C:13]([O:15][CH2:16][CH3:17])=[O:14].[NH3:18]. (2) Given the product [C:10]([O:14][C:15]([N:17]1[CH2:22][CH2:21][C:20]([NH:26][C:27]([O:29][C:30]([CH3:33])([CH3:32])[CH3:31])=[O:28])([C:23]([N:1]2[C:9]3[C:4](=[CH:5][CH:6]=[CH:7][CH:8]=3)[CH2:3][CH2:2]2)=[O:24])[CH2:19][CH2:18]1)=[O:16])([CH3:13])([CH3:12])[CH3:11], predict the reactants needed to synthesize it. The reactants are: [NH:1]1[C:9]2[C:4](=[CH:5][CH:6]=[CH:7][CH:8]=2)[CH2:3][CH2:2]1.[C:10]([O:14][C:15]([N:17]1[CH2:22][CH2:21][C:20]([NH:26][C:27]([O:29][C:30]([CH3:33])([CH3:32])[CH3:31])=[O:28])([C:23](O)=[O:24])[CH2:19][CH2:18]1)=[O:16])([CH3:13])([CH3:12])[CH3:11].CN(C(ON1N=NC2C=CC=NC1=2)=[N+](C)C)C.F[P-](F)(F)(F)(F)F.CCN(C(C)C)C(C)C. (3) Given the product [N:35]1[CH:36]=[CH:37][CH:38]=[CH:33][C:34]=1[NH:30][C:18]([C:15]1[N:13]2[N:14]=[C:9]([C:5]3[CH:6]=[CH:7][CH:8]=[C:3]([C:2]([F:21])([F:1])[F:22])[CH:4]=3)[CH:10]=[CH:11][C:12]2=[N:17][CH:16]=1)=[O:20], predict the reactants needed to synthesize it. The reactants are: [F:1][C:2]([F:22])([F:21])[C:3]1[CH:4]=[C:5]([C:9]2[CH:10]=[CH:11][C:12]3[N:13]([C:15]([C:18]([OH:20])=O)=[CH:16][N:17]=3)[N:14]=2)[CH:6]=[CH:7][CH:8]=1.F[P-](F)(F)(F)(F)F.[N:30]1(OC(N(C)C)=[N+](C)C)[C:34]2[N:35]=[CH:36][CH:37]=[CH:38][C:33]=2N=N1.N1C=CC=CC=1N.C(N(CC)C(C)C)(C)C. (4) Given the product [Cl:1][CH:2]([C:14]1[CH:19]=[CH:18][CH:17]=[CH:16][CH:15]=1)[C:3]([C:5]1[C:13]2[C:8](=[CH:9][CH:10]=[CH:11][CH:12]=2)[N:7]([CH2:21][CH2:22][O:23][CH3:24])[CH:6]=1)=[O:4].[CH3:24][O:23][CH2:22][CH2:21][N:7]1[C:8]2[C:13](=[CH:12][CH:11]=[CH:10][CH:9]=2)[C:5]([C:3](=[O:4])[CH:2]([NH:7][C:8]2[CH:13]=[CH:12][CH:11]=[C:10]([O:28][CH3:25])[CH:9]=2)[C:14]2[CH:19]=[CH:18][CH:17]=[CH:16][CH:15]=2)=[CH:6]1, predict the reactants needed to synthesize it. The reactants are: [Cl:1][CH:2]([C:14]1[CH:19]=[CH:18][CH:17]=[CH:16][CH:15]=1)[C:3]([C:5]1[C:13]2[C:8](=[CH:9][CH:10]=[CH:11][CH:12]=2)[NH:7][CH:6]=1)=[O:4].Br[CH2:21][CH2:22][O:23][CH3:24].[C:25](=[O:28])([O-])[O-].[K+].[K+]. (5) Given the product [C:12]([O:16][C:17](=[O:27])[NH:18][C:19]1[CH:20]=[CH:21][C:22]([CH2:25][NH:11][C:1]23[CH2:8][CH:7]4[CH2:6][CH:5]([CH2:4][CH:3]([CH2:9]4)[CH2:2]2)[CH2:10]3)=[CH:23][CH:24]=1)([CH3:15])([CH3:14])[CH3:13], predict the reactants needed to synthesize it. The reactants are: [C:1]12([NH2:11])[CH2:10][CH:5]3[CH2:6][CH:7]([CH2:9][CH:3]([CH2:4]3)[CH2:2]1)[CH2:8]2.[C:12]([O:16][C:17](=[O:27])[NH:18][C:19]1[CH:24]=[CH:23][C:22]([CH:25]=O)=[CH:21][CH:20]=1)([CH3:15])([CH3:14])[CH3:13]. (6) Given the product [C:27]([O:26][C:24]([N:8]([C:1]([O:3][C:4]([CH3:5])([CH3:7])[CH3:6])=[O:2])[C:9]1[N:10]=[C:11]([C:32]2[N:33]=[C:34]([N:41]([C:49]3[CH:54]=[CH:53][C:52]([N:55]4[CH2:56][CH2:57][N:58]([CH:61]5[CH2:62][O:63][CH2:64]5)[CH2:59][CH2:60]4)=[CH:51][CH:50]=3)[C:42](=[O:48])[O:43][C:44]([CH3:47])([CH3:46])[CH3:45])[C:35]3[N:36]([CH:38]=[CH:39][N:40]=3)[CH:37]=2)[CH:12]=[N:13][CH:14]=1)=[O:25])([CH3:29])([CH3:28])[CH3:30], predict the reactants needed to synthesize it. The reactants are: [C:1]([N:8]([C:24]([O:26][C:27]([CH3:30])([CH3:29])[CH3:28])=[O:25])[C:9]1[CH:14]=[N:13][CH:12]=[C:11](B2OC(C)(C)C(C)(C)O2)[N:10]=1)([O:3][C:4]([CH3:7])([CH3:6])[CH3:5])=[O:2].Br[C:32]1[N:33]=[C:34]([N:41]([C:49]2[CH:54]=[CH:53][C:52]([N:55]3[CH2:60][CH2:59][N:58]([CH:61]4[CH2:64][O:63][CH2:62]4)[CH2:57][CH2:56]3)=[CH:51][CH:50]=2)[C:42](=[O:48])[O:43][C:44]([CH3:47])([CH3:46])[CH3:45])[C:35]2[N:36]([CH:38]=[CH:39][N:40]=2)[CH:37]=1.C([O-])([O-])=O.[Na+].[Na+].O. (7) Given the product [I:10][C:3]1[C:4]2[C:5](=[N:6][CH:7]=[CH:8][CH:9]=2)[NH:1][N:2]=1, predict the reactants needed to synthesize it. The reactants are: [NH:1]1[C:5]2=[N:6][CH:7]=[CH:8][CH:9]=[C:4]2[CH:3]=[N:2]1.[I:10]N1C(=O)CCC1=O. (8) Given the product [CH3:13][S:12][C:8]1[N:7]=[C:6]([CH:4]([CH:5]=[O:1])[C:3]#[N:2])[CH:11]=[CH:10][N:9]=1, predict the reactants needed to synthesize it. The reactants are: [O:1]1[CH:5]=[C:4]([C:6]2[CH:11]=[CH:10][N:9]=[C:8]([S:12][CH3:13])[N:7]=2)[CH:3]=[N:2]1.[OH-].[Na+].C(O)(=O)CC(CC(O)=O)(C(O)=O)O.